From a dataset of Reaction yield outcomes from USPTO patents with 853,638 reactions. Predict the reaction yield, written as a fraction of the theoretical maximum amount of product (1.0 means a 100% yield; for example, 0.34 means a 34% yield). (1) The reactants are [F:1][C:2]1[CH:3]=[C:4]([N:9]2[C:13]3[CH:14]=[CH:15][CH:16]=[CH:17][C:12]=3[NH:11][S:10]2(=[O:19])=[O:18])[CH:5]=[CH:6][C:7]=1[F:8].C1(P(C2C=CC=CC=2)C2C=CC=CC=2)C=CC=CC=1.O[CH2:40][CH2:41][N:42]1[CH2:47][CH2:46][N:45]([C:48]([O:50][C:51]([CH3:54])([CH3:53])[CH3:52])=[O:49])[CH2:44][CH2:43]1.CC(OC(/N=N/C(OC(C)C)=O)=O)C. The catalyst is O1CCCC1. The product is [F:1][C:2]1[CH:3]=[C:4]([N:9]2[C:13]3[CH:14]=[CH:15][CH:16]=[CH:17][C:12]=3[N:11]([CH2:40][CH2:41][N:42]3[CH2:47][CH2:46][N:45]([C:48]([O:50][C:51]([CH3:52])([CH3:54])[CH3:53])=[O:49])[CH2:44][CH2:43]3)[S:10]2(=[O:18])=[O:19])[CH:5]=[CH:6][C:7]=1[F:8]. The yield is 0.760. (2) The reactants are [CH3:1][O:2][C:3]1[CH:4]=[C:5]2[CH:11]=[C:10]([C:12]([C:20]3[CH:25]=[CH:24][C:23]([C:26]([F:29])([F:28])[F:27])=[CH:22][CH:21]=3)=[CH:13][CH:14]3[CH2:19][CH2:18][O:17][CH2:16][CH2:15]3)[NH:9][C:6]2=[N:7][CH:8]=1. The catalyst is [Pd].CO. The product is [CH3:1][O:2][C:3]1[CH:4]=[C:5]2[CH:11]=[C:10]([CH:12]([C:20]3[CH:21]=[CH:22][C:23]([C:26]([F:27])([F:28])[F:29])=[CH:24][CH:25]=3)[CH2:13][CH:14]3[CH2:15][CH2:16][O:17][CH2:18][CH2:19]3)[NH:9][C:6]2=[N:7][CH:8]=1. The yield is 0.667. (3) The product is [CH2:9]([NH:6][C:5]1[CH:7]=[CH:8][C:2]([Br:1])=[CH:3][CH:4]=1)[C:10]1[CH:15]=[CH:14][CH:13]=[CH:12][CH:11]=1. The yield is 0.840. The catalyst is ClC(Cl)C. The reactants are [Br:1][C:2]1[CH:8]=[CH:7][C:5]([NH2:6])=[CH:4][CH:3]=1.[CH:9](=O)[C:10]1[CH:15]=[CH:14][CH:13]=[CH:12][CH:11]=1.[BH-](OC(C)=O)(OC(C)=O)OC(C)=O.[Na+].C(O)(=O)C. (4) The reactants are [C:1]([NH:5][S:6]([C:9]1[C:10]([C:15]2[CH:20]=[CH:19][C:18]([NH:21][CH2:22][C:23]3[CH:24]=[N:25][C:26]([CH3:32])=[C:27]([OH:31])[C:28]=3[CH2:29][OH:30])=[CH:17][CH:16]=2)=[CH:11][CH:12]=[CH:13][CH:14]=1)(=[O:8])=[O:7])([CH3:4])([CH3:3])[CH3:2].Br[CH2:34][C:35]1[CH:40]=[CH:39][CH:38]=[C:37]([C:41]#[N:42])[CH:36]=1.C(=O)([O-])[O-].[K+].[K+]. The catalyst is CN(C=O)C. The product is [C:1]([NH:5][S:6]([C:9]1[C:10]([C:15]2[CH:16]=[CH:17][C:18]([NH:21][CH2:22][C:23]3[CH:24]=[N:25][C:26]([CH3:32])=[C:27]([O:31][CH2:34][C:35]4[CH:40]=[CH:39][CH:38]=[C:37]([C:41]#[N:42])[CH:36]=4)[C:28]=3[CH2:29][OH:30])=[CH:19][CH:20]=2)=[CH:11][CH:12]=[CH:13][CH:14]=1)(=[O:8])=[O:7])([CH3:4])([CH3:3])[CH3:2]. The yield is 0.620. (5) The reactants are [NH2:1][C:2]1[NH:3][C:4](=[O:13])[C:5]2[N:11]=[C:10](Cl)[CH:9]=[CH:8][C:6]=2[N:7]=1.[CH3:14][O:15][C:16]1[CH:17]=[C:18](B(O)O)[CH:19]=[CH:20][C:21]=1[O:22][CH3:23].C(=O)([O-])[O-].[K+].[K+]. The catalyst is O1CCOCC1.O.C1C=CC([P]([Pd]([P](C2C=CC=CC=2)(C2C=CC=CC=2)C2C=CC=CC=2)([P](C2C=CC=CC=2)(C2C=CC=CC=2)C2C=CC=CC=2)[P](C2C=CC=CC=2)(C2C=CC=CC=2)C2C=CC=CC=2)(C2C=CC=CC=2)C2C=CC=CC=2)=CC=1. The product is [NH2:1][C:2]1[NH:3][C:4](=[O:13])[C:5]2[N:11]=[C:10]([C:19]3[CH:18]=[CH:17][C:16]([O:15][CH3:14])=[C:21]([O:22][CH3:23])[CH:20]=3)[CH:9]=[CH:8][C:6]=2[N:7]=1. The yield is 0.730.